This data is from Forward reaction prediction with 1.9M reactions from USPTO patents (1976-2016). The task is: Predict the product of the given reaction. Given the reactants [C:1]([NH:9][C:10]1[CH:15]=[CH:14][C:13]([C:16]2[CH:24]=[C:23]3[C:19]([CH2:20][N:21]([C@@H:26]([CH:31]([CH3:33])[CH3:32])[C:27]([O:29][CH3:30])=[O:28])[C:22]3=[O:25])=[CH:18][CH:17]=2)=[CH:12][CH:11]=1)(=[O:8])[C:2]1[CH:7]=[CH:6][CH:5]=[CH:4][CH:3]=1.N[C:35]1[CH:40]=[CH:39][C:38]([C:41]2C=C3C(CN([C@@H](C(C)C)C(OC)=O)C3=O)=[CH:43][CH:42]=2)=[CH:37][CH:36]=1.C(C1C=CC(C(Cl)=O)=CC=1)CCCCCCCC, predict the reaction product. The product is: [CH3:32][CH:31]([CH3:33])[C@H:26]([N:21]1[CH2:20][C:19]2[C:23](=[CH:24][C:16]([C:13]3[CH:12]=[CH:11][C:10]([NH:9][C:1](=[O:8])[C:2]4[CH:3]=[CH:4][C:5]([CH2:39][CH2:40][CH2:35][CH2:36][CH2:37][CH2:38][CH2:41][CH2:42][CH3:43])=[CH:6][CH:7]=4)=[CH:15][CH:14]=3)=[CH:17][CH:18]=2)[C:22]1=[O:25])[C:27]([O:29][CH3:30])=[O:28].